From a dataset of Forward reaction prediction with 1.9M reactions from USPTO patents (1976-2016). Predict the product of the given reaction. (1) Given the reactants [NH2:14][C:13]1[CH:15]=[CH:16][C:17]([O:19][CH3:20])=[CH:18][C:12]=1[S:11][S:11][C:12]1[CH:18]=[C:17]([O:19][CH3:20])[CH:16]=[CH:15][C:13]=1[NH2:14].[NH:21]1[CH2:27][CH2:26][CH2:25][C:24](=O)[CH2:23][C:22]1=[O:29], predict the reaction product. The product is: [CH3:20][O:19][C:17]1[CH:16]=[CH:15][C:13]2[NH:14][C:24]3[CH2:25][CH2:26][CH2:27][NH:21][C:22](=[O:29])[C:23]=3[S:11][C:12]=2[CH:18]=1. (2) Given the reactants [Cl:1][C:2]1[CH:7]=[C:6]([S:8][C:9]2[CH:14]=[CH:13][CH:12]=[C:11]([C:15]([F:18])([F:17])[F:16])[CH:10]=2)[CH:5]=[CH:4][C:3]=1[CH2:19][CH2:20][CH2:21][C:22]([NH:27][C:28]([O:30][CH3:31])=[O:29])([CH3:26])[C:23]([O-])=[O:24].[BH4-].[Li+].C(O)C.C(O)(=O)CC(CC(O)=O)(C(O)=O)O, predict the reaction product. The product is: [Cl:1][C:2]1[CH:7]=[C:6]([S:8][C:9]2[CH:14]=[CH:13][CH:12]=[C:11]([C:15]([F:17])([F:18])[F:16])[CH:10]=2)[CH:5]=[CH:4][C:3]=1[CH2:19][CH2:20][CH2:21][C:22]([NH:27][C:28]([O:30][CH3:31])=[O:29])([CH3:26])[CH2:23][OH:24]. (3) Given the reactants [OH:1][CH:2]1[CH2:7][CH2:6][NH:5][CH2:4][CH2:3]1.FC(F)(F)S([O-])(=O)=O.[N:16]1([S:21](N2C=C[NH+](C)C2)(=[O:23])=[O:22])[CH:20]=[CH:19][N:18]=[CH:17]1, predict the reaction product. The product is: [N:16]1([S:21]([N:5]2[CH2:6][CH2:7][CH:2]([OH:1])[CH2:3][CH2:4]2)(=[O:23])=[O:22])[CH:20]=[CH:19][N:18]=[CH:17]1.